From a dataset of Reaction yield outcomes from USPTO patents with 853,638 reactions. Predict the reaction yield, written as a fraction of the theoretical maximum amount of product (1.0 means a 100% yield; for example, 0.34 means a 34% yield). (1) The reactants are Cl.[C:2]([C:5]1[C:6]([CH:16]2[CH2:19][CH2:18][CH2:17]2)=[CH:7][C:8]([CH3:15])=[C:9]([CH:14]=1)[C:10]([O:12][CH3:13])=[O:11])(=[NH:4])[NH2:3].Br[CH2:21][C:22](=O)[CH2:23][CH3:24].C(=O)([O-])[O-].[K+].[K+]. The catalyst is C(#N)C.C(OCC)(=O)C. The product is [CH:16]1([C:6]2[C:5]([C:2]3[NH:3][C:22]([CH2:23][CH3:24])=[CH:21][N:4]=3)=[CH:14][C:9]([C:10]([O:12][CH3:13])=[O:11])=[C:8]([CH3:15])[CH:7]=2)[CH2:17][CH2:18][CH2:19]1. The yield is 0.830. (2) The reactants are [CH3:1][CH:2]1[CH:7]2[CH2:8][CH2:9][C:10]3[CH:11]=[N:12][C:13]([C:16]4[CH:21]=[CH:20][CH:19]=[CH:18][CH:17]=4)=[N:14][C:15]=3[C:6]2([C:22]2[CH:27]=[CH:26][CH:25]=[CH:24][CH:23]=2)[CH2:5][CH2:4][C:3]1=[O:28].[CH:29](OCC)=[O:30].C[O-].[Na+].CO. The catalyst is [O-]P([O-])([O-])=O.[Na+].[Na+].[Na+]. The product is [OH:30]/[CH:29]=[C:4]1/[CH2:5][C:6]2([C:22]3[CH:23]=[CH:24][CH:25]=[CH:26][CH:27]=3)[C:15]3[N:14]=[C:13]([C:16]4[CH:17]=[CH:18][CH:19]=[CH:20][CH:21]=4)[N:12]=[CH:11][C:10]=3[CH2:9][CH2:8][CH:7]2[CH:2]([CH3:1])[C:3]/1=[O:28]. The yield is 1.00.